The task is: Predict the reaction yield, written as a fraction of the theoretical maximum amount of product (1.0 means a 100% yield; for example, 0.34 means a 34% yield).. This data is from Reaction yield outcomes from USPTO patents with 853,638 reactions. (1) The reactants are N[C:2]1[C:11]2[N:12]=[C:13]([CH2:22][O:23][CH2:24][CH3:25])[N:14]([CH2:15][C:16]3([OH:21])[CH2:20][CH2:19][CH2:18][CH2:17]3)[C:10]=2[C:9]2[CH:8]=[CH:7][CH:6]=[CH:5][C:4]=2[N:3]=1.[H-].[Na+].I[CH3:29].O. The catalyst is C1COCC1. The product is [CH2:24]([O:23][CH2:22][C:13]1[N:14]([CH2:15][C:16]2([O:21][CH3:29])[CH2:17][CH2:18][CH2:19][CH2:20]2)[C:10]2[C:9]3[CH:8]=[CH:7][CH:6]=[CH:5][C:4]=3[N:3]=[CH:2][C:11]=2[N:12]=1)[CH3:25]. The yield is 0.240. (2) The reactants are [NH:1]1[CH2:6][CH2:5][CH:4]([C:7]2[CH:12]=[CH:11][C:10]([NH:13][C:14]([C:16]3[N:17]=[C:18]([C:25]4[CH:30]=[CH:29][CH:28]=[CH:27][CH:26]=4)[O:19][C:20]=3[C:21]([F:24])([F:23])[F:22])=[O:15])=[CH:9][CH:8]=2)[CH2:3][CH2:2]1.[OH:31][C:32]1[CH:36]=[C:35]([CH2:37][CH2:38][C:39](O)=[O:40])[O:34][N:33]=1.C(N(CC)CC)C.F[P-](F)(F)(F)(F)F.N1(O[P+](N(C)C)(N(C)C)N(C)C)C2C=CC=CC=2N=N1. The catalyst is CN(C=O)C. The product is [OH:31][C:32]1[CH:36]=[C:35]([CH2:37][CH2:38][C:39]([N:1]2[CH2:6][CH2:5][CH:4]([C:7]3[CH:8]=[CH:9][C:10]([NH:13][C:14]([C:16]4[N:17]=[C:18]([C:25]5[CH:30]=[CH:29][CH:28]=[CH:27][CH:26]=5)[O:19][C:20]=4[C:21]([F:22])([F:23])[F:24])=[O:15])=[CH:11][CH:12]=3)[CH2:3][CH2:2]2)=[O:40])[O:34][N:33]=1. The yield is 0.250. (3) The reactants are Cl.C(O[C:5]([CH:7]1[CH2:12][CH2:11][N:10]([CH2:13][C:14]2[CH:19]=[CH:18][CH:17]=[CH:16][CH:15]=2)[CH2:9][C:8]1=O)=[O:6])C.FC(F)(F)C([O-])=O.[CH2:28]([N+:30]([CH2:34][CH3:35])=[C:31]([NH2:33])[NH2:32])[CH3:29].[O-]CC.[Na+]. The catalyst is CCO.O. The product is [CH2:13]([N:10]1[CH2:11][CH2:12][C:7]2[C:5]([OH:6])=[N:33][C:31]([N:30]([CH2:34][CH3:35])[CH2:28][CH3:29])=[N:32][C:8]=2[CH2:9]1)[C:14]1[CH:15]=[CH:16][CH:17]=[CH:18][CH:19]=1. The yield is 0.700.